Predict the reaction yield, written as a fraction of the theoretical maximum amount of product (1.0 means a 100% yield; for example, 0.34 means a 34% yield). From a dataset of Reaction yield outcomes from USPTO patents with 853,638 reactions. (1) The reactants are [CH3:16][C:11]1([CH3:17])[C:12]([CH3:15])([CH3:14])[O:13][B:9]([B:9]2[O:13][C:12]([CH3:15])([CH3:14])[C:11]([CH3:17])([CH3:16])[O:10]2)[O:10]1.C(OOC(=O)C1C=CC=CC=1)(=O)C1C=CC=CC=1.Cl.N[C:39]1[CH:50]=[CH:49][C:42]2[N:43]([CH3:48])[C:44](=[O:47])[N:45]([CH3:46])[C:41]=2[CH:40]=1.N(OC(C)(C)C)=O. The catalyst is C(#N)C. The product is [CH3:46][N:45]1[C:41]2[CH:40]=[CH:39][C:50]([B:9]3[O:10][C:11]([CH3:16])([CH3:17])[C:12]([CH3:14])([CH3:15])[O:13]3)=[CH:49][C:42]=2[N:43]([CH3:48])[C:44]1=[O:47]. The yield is 0.430. (2) The reactants are [F:1][C:2]1[CH:7]=[C:6]([I:8])[CH:5]=[CH:4][C:3]=1[NH:9][C:10]1[N:15]2[CH:16]=[N:17][CH:18]=[C:14]2[CH:13]=[N:12][C:11]=1[C:19]([OH:21])=O.C1C=CC2N(O)N=[N:28]C=2C=1.CCN(C(C)C)C(C)C.CCN=C=NCCCN(C)C.[OH-].[NH4+]. The catalyst is C1COCC1.C(OCC)(=O)C. The product is [F:1][C:2]1[CH:7]=[C:6]([I:8])[CH:5]=[CH:4][C:3]=1[NH:9][C:10]1[N:15]2[CH:16]=[N:17][CH:18]=[C:14]2[CH:13]=[N:12][C:11]=1[C:19]([NH2:28])=[O:21]. The yield is 0.160. (3) The reactants are [F:1][C:2]1[CH:3]=[C:4]([CH:8]=[CH:9][C:10]=1[O:11][C:12]1[CH:17]=[C:16]([C:18]2[NH:19][C:20]([C:23]3[S:24][CH:25]=[CH:26][N:27]=3)=[CH:21][CH:22]=2)[CH:15]=[C:14]([O:28][C@@H:29]([CH3:33])[CH2:30][O:31][CH3:32])[CH:13]=1)[C:5](O)=[O:6].[NH:34]1[CH2:38][CH2:37][CH2:36][CH2:35]1.CN(C(ON1N=NC2C=CC=NC1=2)=[N+](C)C)C.F[P-](F)(F)(F)(F)F.C(N(CC)C(C)C)(C)C. The catalyst is O1CCCC1.[Cl-].[Na+].O. The product is [F:1][C:2]1[CH:3]=[C:4]([C:5]([N:34]2[CH2:38][CH2:37][CH2:36][CH2:35]2)=[O:6])[CH:8]=[CH:9][C:10]=1[O:11][C:12]1[CH:17]=[C:16]([C:18]2[NH:19][C:20]([C:23]3[S:24][CH:25]=[CH:26][N:27]=3)=[CH:21][CH:22]=2)[CH:15]=[C:14]([O:28][C@@H:29]([CH3:33])[CH2:30][O:31][CH3:32])[CH:13]=1. The yield is 0.720. (4) The product is [Br:14][C:15]1[CH:20]=[C:19]([N+:21]([O-:23])=[O:22])[C:18]([NH2:29])=[C:17]([N+:24]([O-:26])=[O:25])[CH:16]=1. The yield is 0.970. The catalyst is O.C(O)C. The reactants are O.O.O.O.O.O.O.O.O.[S-2].[Na+].[Na+].[S].[Br:14][C:15]1[CH:20]=[C:19]([N+:21]([O-:23])=[O:22])[CH:18]=[C:17]([N+:24]([O-:26])=[O:25])[C:16]=1N.[Cl-].[NH4+:29].[OH-].[Na+].Cl. (5) The reactants are Cl[C:2]1[C:3]2[S:10][CH:9]=[CH:8][C:4]=2[N:5]=[CH:6][N:7]=1.[F:11][C:12]1[C:20]([OH:21])=[CH:19][CH:18]=[C:17]2[C:13]=1[CH:14]=[C:15]([CH3:22])[NH:16]2. No catalyst specified. The product is [F:11][C:12]1[C:20]([O:21][C:2]2[C:3]3[S:10][CH:9]=[CH:8][C:4]=3[N:5]=[CH:6][N:7]=2)=[CH:19][CH:18]=[C:17]2[C:13]=1[CH:14]=[C:15]([CH3:22])[NH:16]2. The yield is 0.0700. (6) The reactants are [Cl:1][C:2]1[C:10]2[C:5](=[N:6][CH:7]=[C:8]([CH2:11][NH:12][C:13](=[O:19])[O:14][C:15]([CH3:18])([CH3:17])[CH3:16])[N:9]=2)[NH:4][CH:3]=1.[H-].[Na+].[S:22](Cl)([C:25]1[CH:31]=[CH:30][C:28]([CH3:29])=[CH:27][CH:26]=1)(=[O:24])=[O:23]. The catalyst is CN(C=O)C. The product is [Cl:1][C:2]1[C:10]2[C:5](=[N:6][CH:7]=[C:8]([CH2:11][NH:12][C:13](=[O:19])[O:14][C:15]([CH3:16])([CH3:18])[CH3:17])[N:9]=2)[N:4]([S:22]([C:25]2[CH:31]=[CH:30][C:28]([CH3:29])=[CH:27][CH:26]=2)(=[O:24])=[O:23])[CH:3]=1. The yield is 0.970.